Dataset: Catalyst prediction with 721,799 reactions and 888 catalyst types from USPTO. Task: Predict which catalyst facilitates the given reaction. (1) Product: [CH3:21][O:20][C:13]1[C:14]([O:18][CH3:19])=[CH:15][CH:16]=[CH:17][C:12]=1[CH2:11][CH:6]1[NH:7][C:8](=[O:10])[CH2:9][NH:4][C:5]1=[O:22]. The catalyst class is: 7. Reactant: C([N:4]1[CH2:9][C:8](=[O:10])[NH:7][CH:6]([CH2:11][C:12]2[CH:17]=[CH:16][CH:15]=[C:14]([O:18][CH3:19])[C:13]=2[O:20][CH3:21])[C:5]1=[O:22])(=O)C.O.NN. (2) Reactant: [C:1]([O:5][C:6]([N:8]1[CH2:12][CH:11]([N:13]=[N+]=[N-])[CH2:10][CH:9]1[CH3:16])=[O:7])([CH3:4])([CH3:3])[CH3:2]. Product: [C:1]([O:5][C:6]([N:8]1[CH2:12][CH:11]([NH2:13])[CH2:10][CH:9]1[CH3:16])=[O:7])([CH3:4])([CH3:2])[CH3:3]. The catalyst class is: 413. (3) Reactant: [Si:1]([O:8][CH:9]([C:39]#[N:40])[CH2:10][C@H:11]1[CH2:22][CH2:21][C:20]2[S:19][C:18]3[N:17]=[CH:16][N:15]=[C:14]([O:23][CH:24]4[CH2:29][CH2:28][CH:27]([N:30]([CH3:38])[C:31](=[O:37])[O:32][C:33]([CH3:36])([CH3:35])[CH3:34])[CH2:26][CH2:25]4)[C:13]=3[C:12]1=2)([C:4]([CH3:7])([CH3:6])[CH3:5])([CH3:3])[CH3:2].[Li+].[OH-:42].OO. Product: [Si:1]([O:8][C@H:9]([C:39](=[O:42])[NH2:40])[CH2:10][C@H:11]1[CH2:22][CH2:21][C:20]2[S:19][C:18]3[N:17]=[CH:16][N:15]=[C:14]([O:23][CH:24]4[CH2:25][CH2:26][CH:27]([N:30]([CH3:38])[C:31](=[O:37])[O:32][C:33]([CH3:34])([CH3:36])[CH3:35])[CH2:28][CH2:29]4)[C:13]=3[C:12]1=2)([C:4]([CH3:7])([CH3:6])[CH3:5])([CH3:3])[CH3:2]. The catalyst class is: 5. (4) Reactant: F[C:2]1[CH:9]=[CH:8][C:7]([C:10]([F:13])([F:12])[F:11])=[CH:6][C:3]=1[CH:4]=[O:5].[NH:14]1[CH2:19][CH2:18][O:17][CH2:16][CH2:15]1.C(=O)([O-])[O-].[K+].[K+].CS(C)=O. Product: [N:14]1([C:2]2[CH:9]=[CH:8][C:7]([C:10]([F:13])([F:12])[F:11])=[CH:6][C:3]=2[CH:4]=[O:5])[CH2:19][CH2:18][O:17][CH2:16][CH2:15]1. The catalyst class is: 6. (5) Reactant: C(OC([N:8]([CH2:16][CH2:17][CH2:18][CH2:19][CH2:20][CH2:21][CH2:22][CH2:23][CH2:24][N:25]1[CH2:30][CH2:29][CH:28]([CH2:31][N:32]2[CH:36]=[N:35][C:34]([C@:37]([CH:45]3[CH2:50][CH2:49][CH2:48][CH2:47][CH2:46]3)([OH:44])[C:38]3[CH:43]=[CH:42][CH:41]=[CH:40][CH:39]=3)=[N:33]2)[CH2:27][CH2:26]1)C(OC(C)(C)C)=O)=O)(C)(C)C.Cl.C(OCC)C. Product: [NH3:8].[NH2:8][CH2:16][CH2:17][CH2:18][CH2:19][CH2:20][CH2:21][CH2:22][CH2:23][CH2:24][N:25]1[CH2:26][CH2:27][CH:28]([CH2:31][N:32]2[CH:36]=[N:35][C:34]([C@@:37]([CH:45]3[CH2:46][CH2:47][CH2:48][CH2:49][CH2:50]3)([C:38]3[CH:43]=[CH:42][CH:41]=[CH:40][CH:39]=3)[OH:44])=[N:33]2)[CH2:29][CH2:30]1. The catalyst class is: 4. (6) Reactant: [CH3:1][C:2]1[C:10]2[C:5](=[CH:6][CH:7]=[C:8]([N+:11]([O-:13])=[O:12])[CH:9]=2)[NH:4][N:3]=1.[C:14](O[C:14]([O:16][C:17]([CH3:20])([CH3:19])[CH3:18])=[O:15])([O:16][C:17]([CH3:20])([CH3:19])[CH3:18])=[O:15]. Product: [CH3:1][C:2]1[C:10]2[C:5](=[CH:6][CH:7]=[C:8]([N+:11]([O-:13])=[O:12])[CH:9]=2)[N:4]([C:14]([O:16][C:17]([CH3:20])([CH3:19])[CH3:18])=[O:15])[N:3]=1. The catalyst class is: 8. (7) Reactant: [OH:1][C:2]1[CH:7]=[CH:6][C:5]([C@H:8]2[CH2:12][CH2:11][C@:10]3([CH2:16][CH2:15][NH:14][C:13]3=[O:17])[N:9]2[C:18]([O:20][C:21]([CH3:24])([CH3:23])[CH3:22])=[O:19])=[CH:4][CH:3]=1.[C:25]([C:27]1[CH:34]=[CH:33][CH:32]=[CH:31][C:28]=1[CH2:29]Br)#[N:26].C1CCCCC1. Product: [C:25]([C:27]1[CH:34]=[CH:33][CH:32]=[CH:31][C:28]=1[CH2:29][O:1][C:2]1[CH:7]=[CH:6][C:5]([C@H:8]2[CH2:12][CH2:11][C@:10]3([CH2:16][CH2:15][NH:14][C:13]3=[O:17])[N:9]2[C:18]([O:20][C:21]([CH3:24])([CH3:23])[CH3:22])=[O:19])=[CH:4][CH:3]=1)#[N:26]. The catalyst class is: 13.